From a dataset of HIV replication inhibition screening data with 41,000+ compounds from the AIDS Antiviral Screen. Binary Classification. Given a drug SMILES string, predict its activity (active/inactive) in a high-throughput screening assay against a specified biological target. (1) The drug is O=C(O)c1cccc(Sc2ccccc2)c1. The result is 0 (inactive). (2) The compound is COc1cc2c(cc1OC)C(CSC)Cc1cc(OC)c(OC)cc1N(C)CCC2. The result is 0 (inactive). (3) The drug is O=C1NC2(NC(=O)C1=O)Nc1ccccc1S2. The result is 0 (inactive). (4) The compound is CCN(CC)c1ccc2cc(C(=O)NCc3ccccc3)c(=N)oc2c1. The result is 0 (inactive). (5) The result is 0 (inactive). The drug is Nc1nc(N)c(-c2ccccc2)c(C(=O)Nc2ccccc2)n1. (6) The compound is CC(C)CC(NC(=O)C(C)(CI)Cc1ccccc1)C(=O)Nc1ccccc1. The result is 0 (inactive).